This data is from Catalyst prediction with 721,799 reactions and 888 catalyst types from USPTO. The task is: Predict which catalyst facilitates the given reaction. (1) Reactant: [Br:1][C:2]1[CH:10]=[CH:9][C:5]([C:6]([OH:8])=O)=[CH:4][C:3]=1[O:11][CH3:12].[CH2:13]([S:15]([NH2:18])(=[O:17])=[O:16])[CH3:14].Cl.C(N=C=NCCCN(C)C)C. Product: [Br:1][C:2]1[CH:10]=[CH:9][C:5]([C:6]([NH:18][S:15]([CH2:13][CH3:14])(=[O:17])=[O:16])=[O:8])=[CH:4][C:3]=1[O:11][CH3:12]. The catalyst class is: 143. (2) Reactant: [OH2:1].C(B1[O:8][C:7](C)([CH3:9])[C:6]([CH3:12])(C)[O:5]1)=C.[C:13]([O-:16])([O-:15])=[O:14].[Na+].[Na+]. Product: [C:13]([O-:15])(=[O:14])/[CH:12]=[CH:6]/[C:7]([O-:8])=[O:1].[C:13]([OH:16])(=[O:14])/[CH:9]=[CH:7]/[C:6]([OH:5])=[O:1]. The catalyst class is: 206.